Dataset: Experimentally validated miRNA-target interactions with 360,000+ pairs, plus equal number of negative samples. Task: Binary Classification. Given a miRNA mature sequence and a target amino acid sequence, predict their likelihood of interaction. (1) The miRNA is mmu-miR-27a-5p with sequence AGGGCUUAGCUGCUUGUGAGCA. The protein sequence of the target gene is MSSKHRICSQEEVVIPCAYDSDSESVDLELSNLEIIKKGSSSIELTDLDIPDIPGLHCEPLSHSPRHLTQQDPLSEAIVEKLIQSIQKVFNGELKGELEKLKFLGDLSSLSQALPYDETAKSFIHSHIADIVHTLNVLVQEERPHSLSSSMRQEVFVTIADLSYQDVHLLLGSEDRAELFSLTIKSIITLPSVRTLTQIQEIMPNGTCNTECLYRQTFQAFSEMLQSLVVKDPHLENLDTIIKLPLRFQRLGHLVALMALLCGDPQEKVAEEAAEGIHSLLHITLRLKYITHDKKDQQNL.... Result: 0 (no interaction). (2) The miRNA is bta-miR-27b with sequence UUCACAGUGGCUAAGUUCUGC. The protein sequence of the target gene is MAARGGGAGGAGSGSGPSAGTAGEAAEPALRPGEVAALHPQEVAARLQRMRRELSNRRKILVKNLPQDSSSQEVHELLQDYELKYCYVDRNKRTAFVTLLNGEQAQSAIQRFHQFSFRGRELTVQLQPTDALLCITNLPISFTLEEFEELVRAYGNIERCFLVYSEVTGHSKGYGFVEYMKKDFAAKARLELLGRQMGASALFAQWMDVNLLASELIHSKCLCIDKLPSDYSDSEELLQLFSGIHKPVFCQLAQDEGSHGGGFAVVEYSTAEHAEEVQQVADGITIKGSQVQLSFCAPGA.... Result: 0 (no interaction). (3) The miRNA is mmu-miR-697 with sequence AACAUCCUGGUCCUGUGGAGA. The protein sequence of the target gene is MATGELGDLGGYYFRFLPQKTFQSLSSKEITSRLRQWSMLGRIKAQAFGFDQTFQSYRKDDFVMAFFKDPNVIPNLKLLSDSSGQWIILGTEVKKIEAINVPCTQLSMSFFHRLYDEDIVRDSGHIVKCLDSFCDPFLISDELRRVLLVEDSEKYEIFSQPDREEFLFCLFKHLCLGGALCQYEDVISPYLETTKLIYKDLVSVRKNPQTKKIQITSSVFKVSAYDSAGMCYPSAKNHEQTFSYFIVDPIRRHLHVLYHCYGVGDMS. Result: 0 (no interaction). (4) The miRNA is hsa-miR-3940-3p with sequence CAGCCCGGAUCCCAGCCCACUU. The protein sequence of the target gene is MRSEFWFPSMGSLLPPVLLLWLLSCPRLQLGHAQDPAMVHLPGGRFLMGTDAPDGRDGEGPAREVTVKPFAIDIFPVTNKDFREFVREKKYQTEAEAFGWSFVFEDFVSPELRKQENLMPAVHWWQPVPKAFWRQPAGPGSGIREKLELPVVHVSWNDAGAYCAWRGRRLPTEEEWEFAARGGLKGQVYPWGNRFQPNRTNLWQGKFPKGDKAEDGFHGLSPVNAFPPQNNYGLYDLMGNVWEWTASTYQPAGQDMRVLRGASWIDTADGSANHRARVTTRMGNTPDSASDNLGFRCASS.... Result: 0 (no interaction). (5) The miRNA is mmu-miR-499-5p with sequence UUAAGACUUGCAGUGAUGUUU. The protein sequence of the target gene is MKKRKELNALIGLAGDSRRKKPKKGPSSHRLLRTEPPDSDSESSSEEEEEFGVVGNRSRFAKGDYLRCCKICYPLCGFVILAACVVACVGLVWMQVALKEDLDALKEKFRTMESNQKSSFQEIPKLNEELLSKQKQLEKIESGEMGLNKVWINITEMNKQISLLTSAVNHLKANVKSAADLISLPTTVEGLQKSVASIGNTLNSVHLAVEALQKTVDEHKKTMELLQSDMNQHFLKETPGSNQIIPSPSATSELDNKTHSENLKQDILYLHNSLEEVNSALVGYQRQNDLKLEGMNETVS.... Result: 0 (no interaction).